Dataset: Peptide-MHC class II binding affinity with 134,281 pairs from IEDB. Task: Regression. Given a peptide amino acid sequence and an MHC pseudo amino acid sequence, predict their binding affinity value. This is MHC class II binding data. (1) The peptide sequence is SQDLELSWNLNGLQLY. The MHC is HLA-DQA10101-DQB10501 with pseudo-sequence HLA-DQA10101-DQB10501. The binding affinity (normalized) is 0.782. (2) The peptide sequence is ALFYKLDVVPID. The MHC is DRB1_1501 with pseudo-sequence DRB1_1501. The binding affinity (normalized) is 0.119.